Dataset: Forward reaction prediction with 1.9M reactions from USPTO patents (1976-2016). Task: Predict the product of the given reaction. Given the reactants [Br:1][C:2]1[CH:10]=[C:9]([C:11]([OH:13])=[O:12])[CH:8]=[CH:7][C:3]=1[C:4]([OH:6])=[O:5].O=S(Cl)Cl.S(Cl)(Cl)=O.[C:22]1(C)C=CC=C[CH:23]=1.[CH2:29](O)[CH3:30], predict the reaction product. The product is: [Br:1][C:2]1[CH:10]=[C:9]([C:11]([O:13][CH2:29][CH3:30])=[O:12])[CH:8]=[CH:7][C:3]=1[C:4]([O:6][CH2:22][CH3:23])=[O:5].